Regression. Given two drug SMILES strings and cell line genomic features, predict the synergy score measuring deviation from expected non-interaction effect. From a dataset of Merck oncology drug combination screen with 23,052 pairs across 39 cell lines. (1) Drug 1: O=C(NOCC(O)CO)c1ccc(F)c(F)c1Nc1ccc(I)cc1F. Drug 2: CC1(c2nc3c(C(N)=O)cccc3[nH]2)CCCN1. Cell line: A375. Synergy scores: synergy=6.80. (2) Drug 1: Cn1nnc2c(C(N)=O)ncn2c1=O. Drug 2: Cc1nc(Nc2ncc(C(=O)Nc3c(C)cccc3Cl)s2)cc(N2CCN(CCO)CC2)n1. Cell line: A427. Synergy scores: synergy=75.4. (3) Drug 1: COC1=C2CC(C)CC(OC)C(O)C(C)C=C(C)C(OC(N)=O)C(OC)C=CC=C(C)C(=O)NC(=CC1=O)C2=O. Drug 2: CCC1(O)C(=O)OCc2c1cc1n(c2=O)Cc2cc3c(CN(C)C)c(O)ccc3nc2-1. Cell line: PA1. Synergy scores: synergy=-11.2. (4) Drug 1: CN1C(=O)C=CC2(C)C3CCC4(C)C(NC(=O)OCC(F)(F)F)CCC4C3CCC12. Drug 2: O=C(NOCC(O)CO)c1ccc(F)c(F)c1Nc1ccc(I)cc1F. Cell line: OCUBM. Synergy scores: synergy=31.6. (5) Drug 1: N.N.O=C(O)C1(C(=O)O)CCC1.[Pt]. Drug 2: C=CCn1c(=O)c2cnc(Nc3ccc(N4CCN(C)CC4)cc3)nc2n1-c1cccc(C(C)(C)O)n1. Cell line: LNCAP. Synergy scores: synergy=-4.76. (6) Drug 1: Nc1ccn(C2OC(CO)C(O)C2(F)F)c(=O)n1. Drug 2: O=C(O)C1(Cc2cccc(Nc3nccs3)n2)CCC(Oc2cccc(Cl)c2F)CC1. Cell line: T47D. Synergy scores: synergy=1.68. (7) Drug 1: CN(C)C(=N)N=C(N)N. Drug 2: Cn1cc(-c2cnn3c(N)c(Br)c(C4CCCNC4)nc23)cn1. Cell line: UWB1289BRCA1. Synergy scores: synergy=-9.36.